Dataset: NCI-60 drug combinations with 297,098 pairs across 59 cell lines. Task: Regression. Given two drug SMILES strings and cell line genomic features, predict the synergy score measuring deviation from expected non-interaction effect. (1) Drug 1: C1=CC(=CC=C1CCCC(=O)O)N(CCCl)CCCl. Drug 2: CC1C(C(=O)NC(C(=O)N2CCCC2C(=O)N(CC(=O)N(C(C(=O)O1)C(C)C)C)C)C(C)C)NC(=O)C3=C4C(=C(C=C3)C)OC5=C(C(=O)C(=C(C5=N4)C(=O)NC6C(OC(=O)C(N(C(=O)CN(C(=O)C7CCCN7C(=O)C(NC6=O)C(C)C)C)C)C(C)C)C)N)C. Cell line: SF-295. Synergy scores: CSS=18.7, Synergy_ZIP=-1.55, Synergy_Bliss=-3.91, Synergy_Loewe=-3.18, Synergy_HSA=-3.17. (2) Drug 1: CC1=C(N=C(N=C1N)C(CC(=O)N)NCC(C(=O)N)N)C(=O)NC(C(C2=CN=CN2)OC3C(C(C(C(O3)CO)O)O)OC4C(C(C(C(O4)CO)O)OC(=O)N)O)C(=O)NC(C)C(C(C)C(=O)NC(C(C)O)C(=O)NCCC5=NC(=CS5)C6=NC(=CS6)C(=O)NCCC[S+](C)C)O. Cell line: SR. Drug 2: C1CN(CCN1C(=O)CCBr)C(=O)CCBr. Synergy scores: CSS=84.7, Synergy_ZIP=0.0897, Synergy_Bliss=-1.10, Synergy_Loewe=-0.382, Synergy_HSA=-0.201. (3) Drug 1: C1=NC(=NC(=O)N1C2C(C(C(O2)CO)O)O)N. Drug 2: C1CC(=O)NC(=O)C1N2C(=O)C3=CC=CC=C3C2=O. Cell line: SK-OV-3. Synergy scores: CSS=2.22, Synergy_ZIP=-2.94, Synergy_Bliss=-3.60, Synergy_Loewe=-7.24, Synergy_HSA=-3.29. (4) Drug 1: CC1=CC2C(CCC3(C2CCC3(C(=O)C)OC(=O)C)C)C4(C1=CC(=O)CC4)C. Drug 2: CN(C)C1=NC(=NC(=N1)N(C)C)N(C)C. Cell line: SK-MEL-2. Synergy scores: CSS=3.33, Synergy_ZIP=2.20, Synergy_Bliss=5.77, Synergy_Loewe=1.38, Synergy_HSA=1.89. (5) Drug 1: CC1=C(C=C(C=C1)NC(=O)C2=CC=C(C=C2)CN3CCN(CC3)C)NC4=NC=CC(=N4)C5=CN=CC=C5. Drug 2: CN1C2=C(C=C(C=C2)N(CCCl)CCCl)N=C1CCCC(=O)O.Cl. Cell line: SK-MEL-5. Synergy scores: CSS=8.49, Synergy_ZIP=-3.63, Synergy_Bliss=-6.75, Synergy_Loewe=5.91, Synergy_HSA=-2.73. (6) Drug 1: C1CCC(C1)C(CC#N)N2C=C(C=N2)C3=C4C=CNC4=NC=N3. Drug 2: CC1=C2C(C(=O)C3(C(CC4C(C3C(C(C2(C)C)(CC1OC(=O)C(C(C5=CC=CC=C5)NC(=O)C6=CC=CC=C6)O)O)OC(=O)C7=CC=CC=C7)(CO4)OC(=O)C)O)C)OC(=O)C. Cell line: HOP-62. Synergy scores: CSS=11.2, Synergy_ZIP=-4.06, Synergy_Bliss=-0.925, Synergy_Loewe=-20.0, Synergy_HSA=-3.46. (7) Drug 1: CCCCC(=O)OCC(=O)C1(CC(C2=C(C1)C(=C3C(=C2O)C(=O)C4=C(C3=O)C=CC=C4OC)O)OC5CC(C(C(O5)C)O)NC(=O)C(F)(F)F)O. Drug 2: C(CN)CNCCSP(=O)(O)O. Cell line: SK-OV-3. Synergy scores: CSS=35.8, Synergy_ZIP=-3.44, Synergy_Bliss=-1.98, Synergy_Loewe=-27.6, Synergy_HSA=-3.14. (8) Drug 1: C1C(C(OC1N2C=NC3=C2NC=NCC3O)CO)O. Drug 2: CC1CCCC2(C(O2)CC(NC(=O)CC(C(C(=O)C(C1O)C)(C)C)O)C(=CC3=CSC(=N3)C)C)C. Cell line: MDA-MB-435. Synergy scores: CSS=26.1, Synergy_ZIP=-0.752, Synergy_Bliss=-2.29, Synergy_Loewe=-9.61, Synergy_HSA=1.23. (9) Drug 1: C1=CN(C=N1)CC(O)(P(=O)(O)O)P(=O)(O)O. Drug 2: C1C(C(OC1N2C=NC(=NC2=O)N)CO)O. Cell line: KM12. Synergy scores: CSS=1.32, Synergy_ZIP=-1.99, Synergy_Bliss=-3.18, Synergy_Loewe=-21.0, Synergy_HSA=-14.1.